Dataset: Catalyst prediction with 721,799 reactions and 888 catalyst types from USPTO. Task: Predict which catalyst facilitates the given reaction. (1) Reactant: Cl[C:2]1[C:7]([C:8]([O:10][CH2:11][CH3:12])=[O:9])=[CH:6][N:5]=[C:4]([Cl:13])[CH:3]=1.Cl.CN.[CH:17]([N:20](C(C)C)CC)(C)C. Product: [Cl:13][C:4]1[CH:3]=[C:2]([NH:20][CH3:17])[C:7]([C:8]([O:10][CH2:11][CH3:12])=[O:9])=[CH:6][N:5]=1. The catalyst class is: 10. (2) Reactant: [Cl:1][C:2]1[C:3]([F:20])=[C:4]([C:12]2[CH:17]=[C:16]([O:18]C)[N:15]=[CH:14][N:13]=2)[C:5]([C:8]([F:11])([F:10])[CH3:9])=[CH:6][CH:7]=1.CC(O)=O.Br. Product: [Cl:1][C:2]1[C:3]([F:20])=[C:4]([C:12]2[N:13]=[CH:14][N:15]=[C:16]([OH:18])[CH:17]=2)[C:5]([C:8]([F:11])([F:10])[CH3:9])=[CH:6][CH:7]=1. The catalyst class is: 11. (3) Reactant: [CH3:1][N:2]1[C:7](=[O:8])[CH:6]=[C:5]([N:9]2[CH2:14][CH2:13][O:12][CH2:11][CH2:10]2)[N:4]=[C:3]1[CH2:15][C:16]([O-:18])=O.[Na+].[F:20][CH:21]([F:30])[C:22]1[CH:23]=[C:24]([CH:26]=[CH:27][C:28]=1[F:29])[NH2:25].Cl.CN(C)CCCN=C=NCC. Product: [F:30][CH:21]([F:20])[C:22]1[CH:23]=[C:24]([NH:25][C:16](=[O:18])[CH2:15][C:3]2[N:2]([CH3:1])[C:7](=[O:8])[CH:6]=[C:5]([N:9]3[CH2:10][CH2:11][O:12][CH2:13][CH2:14]3)[N:4]=2)[CH:26]=[CH:27][C:28]=1[F:29]. The catalyst class is: 672. (4) Reactant: Cl[C:2]1[CH:7]=[CH:6][N:5]=[C:4]([NH:8][C:9]2[CH:10]=[N:11][N:12]([CH2:14][C:15]([NH:17][CH:18]([CH3:20])[CH3:19])=[O:16])[CH:13]=2)[N:3]=1.[NH2:21][CH2:22][C:23]1[C:30]([F:31])=[CH:29][C:26]([C:27]#[N:28])=[CH:25][C:24]=1[F:32].CC1C=CC(S(O)(=O)=O)=CC=1. Product: [C:27]([C:26]1[CH:25]=[C:24]([F:32])[C:23]([CH2:22][NH:21][C:2]2[CH:7]=[CH:6][N:5]=[C:4]([NH:8][C:9]3[CH:10]=[N:11][N:12]([CH2:14][C:15]([NH:17][CH:18]([CH3:20])[CH3:19])=[O:16])[CH:13]=3)[N:3]=2)=[C:30]([F:31])[CH:29]=1)#[N:28]. The catalyst class is: 12. (5) Reactant: [O:1]1[CH:5]=[CH:4][CH:3]=[C:2]1[C:6]1[NH:11][C:10](=[O:12])[C:9]([C:13]#[N:14])=[CH:8][C:7]=1[C:15]1[CH:20]=[CH:19][N:18]=[CH:17][N:16]=1.[OH-:21].[Na+].OO.Cl. Product: [O:1]1[CH:5]=[CH:4][CH:3]=[C:2]1[C:6]1[NH:11][C:10](=[O:12])[C:9]([C:13]([NH2:14])=[O:21])=[CH:8][C:7]=1[C:15]1[CH:20]=[CH:19][N:18]=[CH:17][N:16]=1. The catalyst class is: 40. (6) Reactant: [CH3:1][C:2]([CH3:32])=[CH:3][CH2:4][N:5]1[C:9]2[CH:10]=[C:11]([N+:14]([O-])=O)[CH:12]=[CH:13][C:8]=2[N:7]=[C:6]1[N:17]1[CH2:21][CH2:20][CH:19]2[CH2:22][N:23]([C:25]([O:27][C:28]([CH3:31])([CH3:30])[CH3:29])=[O:26])[CH2:24][CH:18]12.[Cl-].[NH4+]. Product: [NH2:14][C:11]1[CH:12]=[CH:13][C:8]2[N:7]=[C:6]([N:17]3[CH2:21][CH2:20][CH:19]4[CH2:22][N:23]([C:25]([O:27][C:28]([CH3:30])([CH3:31])[CH3:29])=[O:26])[CH2:24][CH:18]34)[N:5]([CH2:4][CH:3]=[C:2]([CH3:32])[CH3:1])[C:9]=2[CH:10]=1. The catalyst class is: 190.